From a dataset of Reaction yield outcomes from USPTO patents with 853,638 reactions. Predict the reaction yield, written as a fraction of the theoretical maximum amount of product (1.0 means a 100% yield; for example, 0.34 means a 34% yield). (1) The reactants are [Cl:1][C:2]1[CH:7]=[CH:6][C:5]([S:8](Cl)(=[O:10])=[O:9])=[CH:4][CH:3]=1.Cl.CN.[CH2:15]([N:17](CC)CC)C.CCOC(C)=O. The catalyst is ClCCl. The product is [Cl:1][C:2]1[CH:7]=[CH:6][C:5]([S:8]([NH:17][CH3:15])(=[O:10])=[O:9])=[CH:4][CH:3]=1. The yield is 0.810. (2) The reactants are [CH3:1][N:2]1[CH2:14][CH2:13][C:12]2[C:11]3[C:6](=[CH:7][CH:8]=[CH:9][CH:10]=3)[NH:5][C:4]=2[CH2:3]1.CC(C)([O-])C.[K+].[CH3:21][O:22][C:23](=[O:32])[C:24]1[CH:29]=[CH:28][C:27]([CH2:30]Br)=[CH:26][CH:25]=1. No catalyst specified. The product is [CH3:21][O:22][C:23](=[O:32])[C:24]1[CH:29]=[CH:28][C:27]([CH2:30][N:5]2[C:4]3[CH2:3][N:2]([CH3:1])[CH2:14][CH2:13][C:12]=3[C:11]3[C:6]2=[CH:7][CH:8]=[CH:9][CH:10]=3)=[CH:26][CH:25]=1. The yield is 0.330. (3) The reactants are [C:1]([O:5][C:6]([N:8]1[C:16]2[C:11](=[CH:12][C:13]([CH:17]=[CH2:18])=[CH:14][CH:15]=2)[CH2:10][CH2:9]1)=[O:7])([CH3:4])([CH3:3])[CH3:2].Br[CH:20]([C:25]1[CH:26]=[C:27]([Cl:33])[C:28]([F:32])=[C:29]([Cl:31])[CH:30]=1)[C:21]([F:24])([F:23])[F:22].N1C=CC=CC=1C1C=CC=CN=1. The catalyst is ClC1C=CC=CC=1Cl.Cl[Cu]. The product is [Cl:31][C:29]1[CH:30]=[C:25]([CH:20]([C:21]([F:24])([F:23])[F:22])/[CH:18]=[CH:17]/[C:13]2[CH:12]=[C:11]3[C:16](=[CH:15][CH:14]=2)[N:8]([C:6]([O:5][C:1]([CH3:4])([CH3:3])[CH3:2])=[O:7])[CH2:9][CH2:10]3)[CH:26]=[C:27]([Cl:33])[C:28]=1[F:32]. The yield is 0.610. (4) The reactants are [OH-].[K+].[Br:3][C:4]1[CH:9]=[CH:8][C:7]([OH:10])=[C:6]([N+:11]([O-])=O)[CH:5]=1.S(S([O-])=O)([O-])=O.[Na+].[Na+].C(OCC)(=O)C. The catalyst is O. The yield is 0.560. The product is [NH2:11][C:6]1[CH:5]=[C:4]([Br:3])[CH:9]=[CH:8][C:7]=1[OH:10]. (5) The reactants are [C:1]([O:4][C@H:5]([CH3:9])[C:6]([OH:8])=O)(=[O:3])[CH3:2].C(Cl)Cl.C(N(CC)CC)C.F[P-](F)(F)(F)(F)F.C[N+](C)=C(N(C)C)ON1C2N=CC=CC=2N=N1.CN(C)C=O.[C:49]1([S:55]([N:58]2[C:62]3=[N:63][CH:64]=[C:65]([NH2:73])[C:66]([NH:67][CH:68]4[CH2:72][CH2:71][O:70][CH2:69]4)=[C:61]3[CH:60]=[CH:59]2)(=[O:57])=[O:56])[CH:54]=[CH:53][CH:52]=[CH:51][CH:50]=1. No catalyst specified. The product is [C:49]1([S:55]([N:58]2[C:62]3=[N:63][CH:64]=[C:65]([NH:73][C:6]([C@H:5]([O:4][C:1](=[O:3])[CH3:2])[CH3:9])=[O:8])[C:66]([NH:67][CH:68]4[CH2:72][CH2:71][O:70][CH2:69]4)=[C:61]3[CH:60]=[CH:59]2)(=[O:56])=[O:57])[CH:50]=[CH:51][CH:52]=[CH:53][CH:54]=1. The yield is 0.620. (6) The reactants are [C:1]([Si:5]([O:8]/[C:9](/[C:12]1[CH:17]=[CH:16][CH:15]=[C:14]([Cl:18])[CH:13]=1)=[CH:10]\[CH3:11])([CH3:7])[CH3:6])([CH3:4])([CH3:3])[CH3:2].[Si](OS(C(F)(F)F)(=O)=O)([C:22](C)(C)[CH3:23])(C)C.CCN(CC)CC. The catalyst is C(Cl)Cl. The product is [C:1]([Si:5]([O:8]/[C:9](/[C:12]1[CH:17]=[CH:16][CH:15]=[C:14]([Cl:18])[CH:13]=1)=[CH:10]\[CH2:11][CH2:22][CH3:23])([CH3:7])[CH3:6])([CH3:2])([CH3:3])[CH3:4]. The yield is 0.960. (7) The reactants are Br[C:2]1[CH:3]=[C:4]2[C:8](=[C:9]([C:11]([O:13][CH3:14])=[O:12])[CH:10]=1)[N:7]([CH2:15][CH:16]([O:19][CH3:20])[O:17][CH3:18])[N:6]=[CH:5]2.[C:21](=O)([O-])[O-].[K+].[K+].CB1OB(C)OB(C)O1.C(OCC)(=O)C. The catalyst is CN(C=O)C.C1C=CC([P]([Pd]([P](C2C=CC=CC=2)(C2C=CC=CC=2)C2C=CC=CC=2)([P](C2C=CC=CC=2)(C2C=CC=CC=2)C2C=CC=CC=2)[P](C2C=CC=CC=2)(C2C=CC=CC=2)C2C=CC=CC=2)(C2C=CC=CC=2)C2C=CC=CC=2)=CC=1. The product is [CH3:18][O:17][CH:16]([O:19][CH3:20])[CH2:15][N:7]1[C:8]2[C:4](=[CH:3][C:2]([CH3:21])=[CH:10][C:9]=2[C:11]([O:13][CH3:14])=[O:12])[CH:5]=[N:6]1. The yield is 0.510. (8) The product is [CH3:25][O:26][C:27]([C:29]1[C:38]([C:14]#[C:13][C:12]2[CH:7]=[CH:8][CH:9]=[CH:10][CH:11]=2)=[C:37]([OH:40])[C:36]2[C:31](=[C:32]([N+:41]([O-:43])=[O:42])[CH:33]=[CH:34][CH:35]=2)[N:30]=1)=[O:28]. The yield is 0.630. The reactants are COC(C1[CH:14]=[C:13](O)[C:12]2[C:7](=[C:8](OCC3C=CC=CC=3)[CH:9]=[C:10](Br)[CH:11]=2)N=1)=O.[CH3:25][O:26][C:27]([C:29]1[C:38](Br)=[C:37]([OH:40])[C:36]2[C:31](=[C:32]([N+:41]([O-:43])=[O:42])[CH:33]=[CH:34][CH:35]=2)[N:30]=1)=[O:28]. No catalyst specified. (9) The reactants are [C:1]1(=O)[CH2:6][CH2:5][CH2:4][CH2:3][CH2:2]1.[NH:8]1[CH2:12][CH2:11][CH2:10][CH2:9]1. The catalyst is C1(C)C=CC=CC=1. The product is [C:1]1([N:8]2[CH2:12][CH2:11][CH2:10][CH2:9]2)[CH2:6][CH2:5][CH2:4][CH2:3][CH:2]=1. The yield is 1.02. (10) The reactants are C([N:8]1[CH2:12][CH2:11][CH2:10][CH:9]1[CH2:13][N:14]1[CH:22]=[C:21]2[C:16]([N:17]=[C:18]([C:36]3[CH:41]=[CH:40][C:39]([F:42])=[CH:38][CH:37]=3)[C:19]([C:30]3[CH:35]=[CH:34][N:33]=[CH:32][CH:31]=3)=[C:20]2[C:23]2[CH:28]=[CH:27][C:26]([F:29])=[CH:25][CH:24]=2)=[N:15]1)C1C=CC=CC=1.C(O)=O. The catalyst is CCO.[Pd]. The product is [F:29][C:26]1[CH:27]=[CH:28][C:23]([C:20]2[C:21]3[C:16](=[N:15][N:14]([CH2:13][CH:9]4[CH2:10][CH2:11][CH2:12][NH:8]4)[CH:22]=3)[N:17]=[C:18]([C:36]3[CH:37]=[CH:38][C:39]([F:42])=[CH:40][CH:41]=3)[C:19]=2[C:30]2[CH:31]=[CH:32][N:33]=[CH:34][CH:35]=2)=[CH:24][CH:25]=1. The yield is 0.570.